Dataset: NCI-60 drug combinations with 297,098 pairs across 59 cell lines. Task: Regression. Given two drug SMILES strings and cell line genomic features, predict the synergy score measuring deviation from expected non-interaction effect. (1) Drug 1: CC1=CC2C(CCC3(C2CCC3(C(=O)C)OC(=O)C)C)C4(C1=CC(=O)CC4)C. Drug 2: CC1=C(C(CCC1)(C)C)C=CC(=CC=CC(=CC(=O)O)C)C. Cell line: DU-145. Synergy scores: CSS=-2.03, Synergy_ZIP=1.30, Synergy_Bliss=-0.390, Synergy_Loewe=-3.61, Synergy_HSA=-5.21. (2) Drug 1: CN(CCCl)CCCl.Cl. Drug 2: C1CNP(=O)(OC1)N(CCCl)CCCl. Cell line: SF-268. Synergy scores: CSS=13.1, Synergy_ZIP=0.768, Synergy_Bliss=7.70, Synergy_Loewe=0.735, Synergy_HSA=3.66. (3) Drug 1: C1=NC2=C(N1)C(=S)N=C(N2)N. Drug 2: CC(C)CN1C=NC2=C1C3=CC=CC=C3N=C2N. Cell line: SF-539. Synergy scores: CSS=24.8, Synergy_ZIP=0.906, Synergy_Bliss=0.193, Synergy_Loewe=-5.69, Synergy_HSA=-1.84.